Dataset: Forward reaction prediction with 1.9M reactions from USPTO patents (1976-2016). Task: Predict the product of the given reaction. (1) Given the reactants [CH3:1][O:2][C:3]1[C:8]([C:9]([CH3:12])([CH3:11])[CH3:10])=[CH:7][C:6]([CH3:13])=[CH:5][C:4]=1Br.CCCCCC.C([Li])CCC.[CH2:26]([Si:28]([CH2:31]C)(Cl)[Cl:29])C, predict the reaction product. The product is: [CH3:1][O:2][C:3]1[C:8]([C:9]([CH3:12])([CH3:11])[CH3:10])=[CH:7][C:6]([CH3:13])=[CH:5][C:4]=1[Si:28]([Cl:29])([CH3:31])[CH3:26]. (2) The product is: [Cl:1][C:2]1[C:11]2[N:12]=[C:13]([CH2:26][OH:27])[N:14]([CH2:15][CH:16]([CH3:18])[CH3:17])[C:10]=2[C:9]2[CH:8]=[CH:7][CH:6]=[CH:5][C:4]=2[N:3]=1. Given the reactants [Cl:1][C:2]1[C:11]2[N:12]=[CH:13][N:14]([CH2:15][CH:16]([CH3:18])[CH3:17])[C:10]=2[C:9]2[CH:8]=[CH:7][CH:6]=[CH:5][C:4]=2[N:3]=1.CC1C([C:26](O)=[O:27])=CC=CC=1.C[O-].[Na+].C(OCC)(=O)C.C(O)(=O)C, predict the reaction product. (3) Given the reactants [NH:1]1[CH2:6][CH2:5][CH2:4][CH:3]([C:7]([O:9][CH2:10][C:11]2[CH:16]=[CH:15][CH:14]=[CH:13][CH:12]=2)=[O:8])[CH2:2]1.[C:17]1(=O)[CH2:21][CH2:20][CH2:19][CH2:18]1.CC(O)=O.[BH-](OC(C)=O)(OC(C)=O)OC(C)=O.[Na+], predict the reaction product. The product is: [CH:17]1([N:1]2[CH2:6][CH2:5][CH2:4][CH:3]([C:7]([O:9][CH2:10][C:11]3[CH:16]=[CH:15][CH:14]=[CH:13][CH:12]=3)=[O:8])[CH2:2]2)[CH2:21][CH2:20][CH2:19][CH2:18]1. (4) Given the reactants [Br:1][C:2]1[CH:10]=[CH:9][C:5]([C:6]([OH:8])=[O:7])=[CH:4][C:3]=1[OH:11].S(=O)(=O)(O)O.[C:17](=O)([O-])[O-].[Na+].[Na+], predict the reaction product. The product is: [Br:1][C:2]1[CH:10]=[CH:9][C:5]([C:6]([O:8][CH3:17])=[O:7])=[CH:4][C:3]=1[OH:11]. (5) Given the reactants Cl[C:2]1[N:7]=[C:6]([Cl:8])[N:5]=[CH:4][N:3]=1.Cl.[CH3:10][C:11]1[N:12]=[CH:13][S:14][C:15]=1[NH2:16].C(N(CC)C(C)C)(C)C, predict the reaction product. The product is: [Cl:8][C:6]1[N:5]=[CH:4][N:3]=[C:2]([NH:16][C:15]2[S:14][CH:13]=[N:12][C:11]=2[CH3:10])[N:7]=1. (6) Given the reactants [CH3:1][O:2][C:3]1[CH:22]=[CH:21][C:6]([CH2:7][C@@H:8]2[C:12]3=[N:13][C:14]4[CH:19]=[CH:18][CH:17]=[CH:16][C:15]=4[N:11]3[C:10](=[O:20])[NH:9]2)=[CH:5][CH:4]=1.[Cl:23][C:24]1[CH:29]=[CH:28][C:27]([C@H:30]([NH2:32])[CH3:31])=[CH:26][CH:25]=1.C(O)(C(F)(F)F)=O, predict the reaction product. The product is: [NH:11]1[C:15]2[CH:16]=[CH:17][CH:18]=[CH:19][C:14]=2[N:13]=[C:12]1[C@H:8]([NH:9][C:10]([NH:32][C@@H:30]([C:27]1[CH:28]=[CH:29][C:24]([Cl:23])=[CH:25][CH:26]=1)[CH3:31])=[O:20])[CH2:7][C:6]1[CH:21]=[CH:22][C:3]([O:2][CH3:1])=[CH:4][CH:5]=1.